Dataset: Forward reaction prediction with 1.9M reactions from USPTO patents (1976-2016). Task: Predict the product of the given reaction. (1) Given the reactants [OH:1][C@@H:2]1[CH2:6][CH2:5][NH:4][CH2:3]1.[C:7](O[C:7]([O:9][C:10]([CH3:13])([CH3:12])[CH3:11])=[O:8])([O:9][C:10]([CH3:13])([CH3:12])[CH3:11])=[O:8], predict the reaction product. The product is: [OH:1][C@@H:2]1[CH2:6][CH2:5][N:4]([C:7]([O:9][C:10]([CH3:13])([CH3:12])[CH3:11])=[O:8])[CH2:3]1. (2) Given the reactants [N:1]1[NH:2][N:3]=[N:4][C:5]=1[C@@H:6]1[N:10]([C:11]([O:13][C:14]([CH3:17])([CH3:16])[CH3:15])=[O:12])[C@H:9]([C:18]([O:20][CH2:21][CH3:22])=[O:19])[CH2:8][CH2:7]1.F[B-](F)(F)F.[Cl:28][C:29]1[CH:30]=[C:31]([I+][C:31]2[CH:32]=[CH:33][CH:34]=[C:29]([Cl:28])[CH:30]=2)[CH:32]=[CH:33][CH:34]=1.CC(C)([O-])C.[Na+], predict the reaction product. The product is: [Cl:28][C:29]1[CH:34]=[C:33]([N:3]2[N:2]=[N:1][C:5]([C@H:6]3[CH2:7][CH2:8][C@@H:9]([C:18]([O:20][CH2:21][CH3:22])=[O:19])[N:10]3[C:11]([O:13][C:14]([CH3:17])([CH3:16])[CH3:15])=[O:12])=[N:4]2)[CH:32]=[CH:31][CH:30]=1. (3) Given the reactants [OH:1][C:2]1[CH:7]=[CH:6][C:5]([S:8][C:9]2[C:16]([C:17]#[N:18])=[C:15]([O:19][CH:20]([CH3:22])[CH3:21])[C:14]([O:23][CH:24]([CH3:26])[CH3:25])=[CH:13][C:10]=2[C:11]#[N:12])=[CH:4][CH:3]=1.C(N(CC)CC)C.[C:34]1(B(O)O)[CH:39]=[CH:38][CH:37]=[CH:36][CH:35]=1, predict the reaction product. The product is: [CH:20]([O:19][C:15]1[C:14]([O:23][CH:24]([CH3:26])[CH3:25])=[CH:13][C:10]([C:11]#[N:12])=[C:9]([S:8][C:5]2[CH:6]=[CH:7][C:2]([O:1][C:34]3[CH:39]=[CH:38][CH:37]=[CH:36][CH:35]=3)=[CH:3][CH:4]=2)[C:16]=1[C:17]#[N:18])([CH3:21])[CH3:22]. (4) Given the reactants [Br:1][C:2]1[C:10]2[C:5](=[CH:6][CH:7]=[CH:8][C:9]=2[N+:11]([O-:13])=[O:12])[NH:4][N:3]=1.Cl.Cl[CH2:16][C:17]1[CH:21]=[CH:20][N:19]([CH2:22][CH3:23])[N:18]=1.C([O-])([O-])=O.[K+].[K+], predict the reaction product. The product is: [Br:1][C:2]1[C:10]2[C:5](=[CH:6][CH:7]=[CH:8][C:9]=2[N+:11]([O-:13])=[O:12])[N:4]([CH2:16][C:17]2[CH:21]=[CH:20][N:19]([CH2:22][CH3:23])[N:18]=2)[N:3]=1. (5) The product is: [F:27][C:28]1[CH:29]=[C:30]([N:43]2[CH2:47][C@H:46]([CH2:48][N:49]3[CH:53]=[CH:52][N:51]=[N:50]3)[O:45][C:44]2=[O:54])[CH:31]=[CH:32][C:33]=1[C:2]1[CH:3]=[CH:4][C:5]([C:8]2[CH2:12][C@@H:11]([CH2:13][O:14][CH2:15][CH2:16][N:17]([CH3:26])[CH2:18][C:19]([O:21][C:22]([CH3:25])([CH3:24])[CH3:23])=[O:20])[O:10][N:9]=2)=[N:6][CH:7]=1. Given the reactants Br[C:2]1[CH:3]=[CH:4][C:5]([C:8]2[CH2:12][C@@H:11]([CH2:13][O:14][CH2:15][CH2:16][N:17]([CH3:26])[CH2:18][C:19]([O:21][C:22]([CH3:25])([CH3:24])[CH3:23])=[O:20])[O:10][N:9]=2)=[N:6][CH:7]=1.[F:27][C:28]1[CH:29]=[C:30]([N:43]2[CH2:47][C@H:46]([CH2:48][N:49]3[CH:53]=[CH:52][N:51]=[N:50]3)[O:45][C:44]2=[O:54])[CH:31]=[CH:32][C:33]=1B1OC(C)(C)C(C)(C)O1.C(=O)([O-])[O-].[K+].[K+], predict the reaction product. (6) Given the reactants [C:1]([O:5][C:6]([NH:8][C@H:9]([CH2:21][C:22]1[CH:27]=[C:26]([F:28])[C:25]([F:29])=[CH:24][C:23]=1[F:30])[CH2:10][C:11]([N:13]1[CH2:17][CH2:16][S:15][CH:14]1[C:18]([OH:20])=O)=[O:12])=[O:7])([CH3:4])([CH3:3])[CH3:2].[NH2:31][CH2:32][C:33]1[CH:45]=[CH:44][C:36]([O:37][CH2:38][C:39]([O:41][CH2:42][CH3:43])=[O:40])=[CH:35][CH:34]=1.Cl.CCN=C=NCCCN(C)C.CCN(CC)CC, predict the reaction product. The product is: [C:1]([O:5][C:6]([NH:8][CH:9]([CH2:21][C:22]1[CH:27]=[C:26]([F:28])[C:25]([F:29])=[CH:24][C:23]=1[F:30])[CH2:10][C:11]([N:13]1[CH2:17][CH2:16][S:15][C@@H:14]1[C:18]([NH:31][CH2:32][C:33]1[CH:45]=[CH:44][C:36]([O:37][CH2:38][C:39]([O:41][CH2:42][CH3:43])=[O:40])=[CH:35][CH:34]=1)=[O:20])=[O:12])=[O:7])([CH3:3])([CH3:4])[CH3:2]. (7) Given the reactants [F:1][C:2]1[CH:3]=[C:4]([C:8](=[O:15])[CH2:9][C:10]([O:12][CH2:13][CH3:14])=[O:11])[CH:5]=[CH:6][CH:7]=1.[H-].[Na+].[F:18][C:19]([F:29])([F:28])[C:20]1[CH:27]=[CH:26][C:23]([CH2:24]Br)=[CH:22][CH:21]=1.O, predict the reaction product. The product is: [F:1][C:2]1[CH:3]=[C:4]([C:8](=[O:15])[CH:9]([CH2:24][C:23]2[CH:22]=[CH:21][C:20]([C:19]([F:18])([F:28])[F:29])=[CH:27][CH:26]=2)[C:10]([O:12][CH2:13][CH3:14])=[O:11])[CH:5]=[CH:6][CH:7]=1. (8) Given the reactants [CH3:1][C:2]1([CH3:15])[O:11][C:10]2[C:5](=[CH:6][C:7]([C:12]#[N:13])=[CH:8][CH:9]=2)[C@@H:4]2[O:14][C@H:3]12.[NH:16]1[CH:20]=[CH:19][NH:18][C:17]1=[S:21].C([O-])([O-])=O.[K+].[K+], predict the reaction product. The product is: [OH:14][C@@H:3]1[C@H:4]([S:21][CH:17]2[N:18]=[CH:19][CH:20]=[N:16]2)[C:5]2[C:10](=[CH:9][CH:8]=[C:7]([C:12]#[N:13])[CH:6]=2)[O:11][C:2]1([CH3:15])[CH3:1]. (9) Given the reactants [O-]S([O-])(=O)=O.[Mg+2].[CH2:7]1[C@H:12]([NH2:13])[C@@H:11]([O:14][C@H:15]2[O:20][C@H:19]([CH2:21]N)[C@@H:18]([OH:23])[C@H:17]([OH:24])[C@H:16]2O)[C@H:10]([OH:26])[C@@H:9]([O:27][C@H:28]2[O:33][C@H:32]([CH2:34][OH:35])[C@@H:31]([OH:36])[C@H:30]([NH2:37])[C@H:29]2[OH:38])[C@@H:8]1[NH2:39].[CH3:40][CH2:41][N:42]1[C:48]2[N:49]=[C:50]([CH3:53])[CH:51]=[CH:52][C:47]=2[C:45](=[O:46])[C:44]([C:54]([OH:56])=[O:55])=[CH:43]1, predict the reaction product. The product is: [CH3:21][C@H:19]1[O:20][C@H:15]([O:14][C@H:11]2[C@H:10]([OH:26])[C@@H:9]([O:27][C@H:28]3[O:33][C@H:32]([CH2:34][OH:35])[C@@H:31]([OH:36])[C@H:30]([NH2:37])[C@H:29]3[OH:38])[C@H:8]([NH2:39])[CH2:7][C@@H:12]2[NH2:13])[CH2:16][C@@H:17]([OH:24])[C@@H:18]1[OH:23].[CH3:40][CH2:41][N:42]1[C:48]2[N:49]=[C:50]([CH3:53])[CH:51]=[CH:52][C:47]=2[C:45](=[O:46])[C:44]([C:54]([OH:56])=[O:55])=[CH:43]1. (10) The product is: [S:6]1[CH2:2][CH2:3][N:4]=[C:5]1[NH:19][CH:15]([C:9]1[CH:10]=[CH:11][CH:12]=[C:13]([CH3:14])[C:8]=1[CH3:7])[CH2:16][C:17]#[CH:18]. Given the reactants Cl[CH2:2][CH2:3][N:4]=[C:5]=[S:6].[CH3:7][C:8]1[C:13]([CH3:14])=[CH:12][CH:11]=[CH:10][C:9]=1[CH:15]([NH2:19])[CH2:16][C:17]#[CH:18].[OH-].[Na+], predict the reaction product.